This data is from Full USPTO retrosynthesis dataset with 1.9M reactions from patents (1976-2016). The task is: Predict the reactants needed to synthesize the given product. (1) Given the product [Cl:1][C:2]1[CH:17]=[CH:16][C:5]([O:6][C:7]2[CH:15]=[CH:14][C:10]([CH2:11][NH2:12])=[CH:9][CH:8]=2)=[CH:4][CH:3]=1, predict the reactants needed to synthesize it. The reactants are: [Cl:1][C:2]1[CH:17]=[CH:16][C:5]([O:6][C:7]2[CH:15]=[CH:14][C:10]([CH:11]=[N:12]O)=[CH:9][CH:8]=2)=[CH:4][CH:3]=1. (2) Given the product [CH2:1]([CH:8]1[O:12][C:11](=[O:13])[C:10]([CH:15]([C:16]2[CH:21]=[CH:20][CH:19]=[CH:18][CH:17]=2)[C:24]2[NH:23][C:31]3[C:26]([C:25]=2[CH2:32][CH2:33][NH:34][C:35](=[O:37])[CH3:36])=[CH:27][CH:28]=[CH:29][CH:30]=3)=[C:9]1[OH:14])[C:2]1[CH:3]=[CH:4][CH:5]=[CH:6][CH:7]=1, predict the reactants needed to synthesize it. The reactants are: [CH2:1]([CH:8]1[O:12][C:11](=[O:13])[CH:10]=[C:9]1[OH:14])[C:2]1[CH:7]=[CH:6][CH:5]=[CH:4][CH:3]=1.[CH:15](=O)[C:16]1[CH:21]=[CH:20][CH:19]=[CH:18][CH:17]=1.[NH:23]1[C:31]2[C:26](=[CH:27][CH:28]=[CH:29][CH:30]=2)[C:25]([CH2:32][CH2:33][NH:34][C:35](=[O:37])[CH3:36])=[CH:24]1. (3) Given the product [F:1][C:2]1[CH:23]=[C:22]([I:24])[CH:21]=[CH:20][C:3]=1[NH:4][C:5]1[C:6]([C:15]([OH:17])=[O:16])=[CH:7][N:8]([CH2:12][CH2:13][CH3:14])[C:9](=[O:11])[CH:10]=1, predict the reactants needed to synthesize it. The reactants are: [F:1][C:2]1[CH:23]=[C:22]([I:24])[CH:21]=[CH:20][C:3]=1[NH:4][C:5]1[C:6]([C:15]([O:17]CC)=[O:16])=[CH:7][N:8]([CH2:12][CH2:13][CH3:14])[C:9](=[O:11])[CH:10]=1.[OH-].[Na+]. (4) The reactants are: [C:1]([O:5][C:6]([NH:8][CH:9]([C@H:15]([CH2:22][O:23][CH3:24])[CH2:16][CH2:17][CH2:18][CH2:19][CH:20]=[CH2:21])[C:10]([O:12]CC)=[O:11])=[O:7])([CH3:4])([CH3:3])[CH3:2].CO.[Li+].[OH-]. Given the product [C:1]([O:5][C:6]([NH:8][CH:9]([C@H:15]([CH2:22][O:23][CH3:24])[CH2:16][CH2:17][CH2:18][CH2:19][CH:20]=[CH2:21])[C:10]([OH:12])=[O:11])=[O:7])([CH3:4])([CH3:3])[CH3:2], predict the reactants needed to synthesize it. (5) The reactants are: P(Cl)(Cl)(Cl)=O.[Br:6][C:7]1[CH:12]=[CH:11][N:10]=[CH:9][C:8]=1[C:13]1[CH:14]=[C:15]2[C:19](=[CH:20][CH:21]=1)[NH:18][CH:17]=[CH:16]2.[OH-].[Na+].CN(C)[CH:26]=[O:27]. Given the product [Br:6][C:7]1[CH:12]=[CH:11][N:10]=[CH:9][C:8]=1[C:13]1[CH:14]=[C:15]2[C:19](=[CH:20][CH:21]=1)[NH:18][CH:17]=[C:16]2[CH:26]=[O:27], predict the reactants needed to synthesize it. (6) Given the product [CH3:14][C:9]1[CH:10]=[C:11]([CH3:13])[CH:12]=[C:7]([CH:4]2[CH2:5][CH2:6][O:1][CH2:2][CH2:3]2)[C:8]=1[OH:15], predict the reactants needed to synthesize it. The reactants are: [O:1]1[CH2:6][CH:5]=[C:4]([C:7]2[CH:12]=[C:11]([CH3:13])[CH:10]=[C:9]([CH3:14])[C:8]=2[OH:15])[CH2:3][CH2:2]1. (7) Given the product [Br:15][CH2:16][C:17]([NH:8][C:5]1[CH:6]=[CH:7][C:2]([Cl:1])=[CH:3][CH:4]=1)=[O:18], predict the reactants needed to synthesize it. The reactants are: [Cl:1][C:2]1[CH:7]=[CH:6][C:5]([NH2:8])=[CH:4][CH:3]=1.N1C=CC=CC=1.[Br:15][CH2:16][C:17](Br)=[O:18]. (8) Given the product [F:10][C:7]([F:8])([F:9])[C:6]([NH:24][C:20]1[C:19]2[CH:18]=[CH:17][C:16]([CH3:25])=[C:15]([I:14])[C:23]=2[O:22][N:21]=1)=[O:11], predict the reactants needed to synthesize it. The reactants are: [F:8][C:7]([F:10])([F:9])[C:6](O[C:6](=[O:11])[C:7]([F:10])([F:9])[F:8])=[O:11].[I:14][C:15]1[C:23]2[O:22][N:21]=[C:20]([NH2:24])[C:19]=2[CH:18]=[CH:17][C:16]=1[CH3:25].